The task is: Predict which catalyst facilitates the given reaction.. This data is from Catalyst prediction with 721,799 reactions and 888 catalyst types from USPTO. (1) Reactant: [Br:1][CH2:2][C:3](Br)=[O:4].[C:6]([O:10][C:11](=[O:26])[NH:12][C:13]([CH3:25])([CH3:24])[CH2:14][NH:15][C:16]1[CH:21]=[C:20]([F:22])[CH:19]=[CH:18][C:17]=1[CH3:23])([CH3:9])([CH3:8])[CH3:7].C(=O)(O)[O-].[Na+]. Product: [C:6]([O:10][C:11](=[O:26])[NH:12][C:13]([CH3:25])([CH3:24])[CH2:14][N:15]([C:3](=[O:4])[CH2:2][Br:1])[C:16]1[CH:21]=[C:20]([F:22])[CH:19]=[CH:18][C:17]=1[CH3:23])([CH3:9])([CH3:8])[CH3:7]. The catalyst class is: 80. (2) Reactant: [Cl:1][C:2]1[CH:21]=[CH:20][C:5]([C:6]([NH:8][NH:9][C:10](=[O:19])[C:11]2[CH:16]=[CH:15][C:14]([CH3:17])=[C:13]([OH:18])[CH:12]=2)=O)=[CH:4][CH:3]=1.C(N(C(C)C)CC)(C)C.C1(P(C2C=CC=CC=2)C2C=CC=CC=2)C=CC=CC=1.ClC(Cl)(Cl)C(Cl)(Cl)Cl. Product: [Cl:1][C:2]1[CH:21]=[CH:20][C:5]([C:6]2[O:19][C:10]([C:11]3[CH:16]=[CH:15][C:14]([CH3:17])=[C:13]([OH:18])[CH:12]=3)=[N:9][N:8]=2)=[CH:4][CH:3]=1. The catalyst class is: 10. (3) Reactant: [BH4-].[Na+].C[O:4][C:5](=[O:30])[CH2:6][C:7]1[CH:12]=[C:11]([Br:13])[C:10]([O:14][C:15]2[CH:20]=[C:19]([CH:21]([CH3:23])[CH3:22])[C:18]([O:24][CH3:25])=[CH:17][C:16]=2[C:26](=[O:28])[CH3:27])=[C:9]([Br:29])[CH:8]=1.[Li+].[OH-].Cl. Product: [Br:13][C:11]1[CH:12]=[C:7]([CH2:6][C:5]([OH:30])=[O:4])[CH:8]=[C:9]([Br:29])[C:10]=1[O:14][C:15]1[CH:20]=[C:19]([CH:21]([CH3:22])[CH3:23])[C:18]([O:24][CH3:25])=[CH:17][C:16]=1[CH:26]([OH:28])[CH3:27]. The catalyst class is: 5. (4) Reactant: [Br-].[N+]([CH:5]1[C:13]2[CH:12]([P+](C3C=CC=CC=3)(C3C=CC=CC=3)C3C=CC=CC=3)[O:11][C:10](=[O:33])[C:9]=2[CH2:8][CH2:7][CH2:6]1)([O-])=O.C(N(CC)CC)C. Product: [C:10]1(=[O:33])[C:9]2[CH2:8][CH2:7][CH2:6][CH2:5][C:13]=2[CH2:12][O:11]1. The catalyst class is: 4. (5) Reactant: [NH2:1][C:2]1[CH:7]=[CH:6][C:5]([S:8][C:9]2[CH:14]=[CH:13][C:12]([S:15]([NH:18][C:19]3[CH:24]=[CH:23][C:22]([Br:25])=[CH:21][CH:20]=3)(=[O:17])=[O:16])=[CH:11][C:10]=2[N+:26]([O-:28])=[O:27])=[CH:4][CH:3]=1.[C:29](O[C:29]([O:31][C:32]([CH3:35])([CH3:34])[CH3:33])=[O:30])([O:31][C:32]([CH3:35])([CH3:34])[CH3:33])=[O:30]. Product: [C:32]([O:31][C:29](=[O:30])[NH:1][C:2]1[CH:7]=[CH:6][C:5]([S:8][C:9]2[CH:14]=[CH:13][C:12]([S:15](=[O:16])(=[O:17])[NH:18][C:19]3[CH:24]=[CH:23][C:22]([Br:25])=[CH:21][CH:20]=3)=[CH:11][C:10]=2[N+:26]([O-:28])=[O:27])=[CH:4][CH:3]=1)([CH3:35])([CH3:34])[CH3:33]. The catalyst class is: 12. (6) Reactant: C(OC([N:8]1[C:16]2[C:11](=[CH:12][C:13]([C:17](O)=[O:18])=[CH:14][CH:15]=2)[CH:10]=[C:9]1[C:20]1[C:28]2[C:23](=[CH:24][C:25](Cl)=[CH:26][CH:27]=2)[NH:22][N:21]=1)=O)(C)(C)C.[CH3:30][N:31]1[CH2:36][CH2:35][NH:34][CH2:33][CH2:32]1.C(Cl)CCl.C1C=NC2N(O)N=NC=2C=1.C(N(CC)CC)C. Product: [CH3:30][N:31]1[CH2:36][CH2:35][N:34]([C:17]([C:13]2[CH:12]=[C:11]3[C:16](=[CH:15][CH:14]=2)[NH:8][C:9]([C:20]2[C:28]4[C:23](=[CH:24][CH:25]=[CH:26][CH:27]=4)[NH:22][N:21]=2)=[CH:10]3)=[O:18])[CH2:33][CH2:32]1. The catalyst class is: 3.